This data is from Reaction yield outcomes from USPTO patents with 853,638 reactions. The task is: Predict the reaction yield, written as a fraction of the theoretical maximum amount of product (1.0 means a 100% yield; for example, 0.34 means a 34% yield). (1) The reactants are [Cl:1][C:2]1[N:3]=[C:4](Cl)[C:5]2[CH2:10][CH2:9][CH:8]([C:11]3[CH:16]=[CH:15][C:14]([F:17])=[C:13]([F:18])[CH:12]=3)[C:6]=2[N:7]=1.[CH3:20][NH:21][CH3:22]. The catalyst is CO. The product is [Cl:1][C:2]1[N:3]=[C:4]([N:21]([CH3:22])[CH3:20])[C:5]2[CH2:10][CH2:9][CH:8]([C:11]3[CH:16]=[CH:15][C:14]([F:17])=[C:13]([F:18])[CH:12]=3)[C:6]=2[N:7]=1. The yield is 0.318. (2) The reactants are [OH:1][C:2]1[N:3]=[C:4]2[CH:14]=[C:13]([O:15][CH2:16][C:17]3[S:18][CH:19]=[C:20]([CH:22]([CH3:24])[CH3:23])[N:21]=3)[CH:12]=[CH:11][N:5]2[C:6](=[O:10])[C:7]=1[CH:8]=O.CN(C)C=O.[C:30]([O:34][C:35]([CH:37]=P(C1C=CC=CC=1)(C1C=CC=CC=1)C1C=CC=CC=1)=[O:36])([CH3:33])([CH3:32])[CH3:31]. The catalyst is O1CCCC1. The product is [OH:1][C:2]1[N:3]=[C:4]2[CH:14]=[C:13]([O:15][CH2:16][C:17]3[S:18][CH:19]=[C:20]([CH:22]([CH3:24])[CH3:23])[N:21]=3)[CH:12]=[CH:11][N:5]2[C:6](=[O:10])[C:7]=1/[CH:8]=[CH:37]/[C:35]([O:34][C:30]([CH3:31])([CH3:32])[CH3:33])=[O:36]. The yield is 0.620. (3) The reactants are [ClH:1].[CH2:2]([C:4]1[CH:5]=[CH:6][C:7]([CH2:10][CH2:11][O:12][C:13]2[CH:26]=[CH:25][C:16]([CH2:17][C@H:18]3[S:22][C:21](=[O:23])[NH:20][C:19]3=[O:24])=[CH:15][CH:14]=2)=[N:8][CH:9]=1)[CH3:3]. The product is [ClH:1].[CH2:2]([C:4]1[CH:5]=[CH:6][C:7]([CH2:10][CH2:11][O:12][C:13]2[CH:26]=[CH:25][C:16]([CH2:17][C@H:18]3[S:22][C:21](=[O:23])[NH:20][C:19]3=[O:24])=[CH:15][CH:14]=2)=[N:8][CH:9]=1)[CH3:3]. The yield is 1.00. The catalyst is CO.